Predict which catalyst facilitates the given reaction. From a dataset of Catalyst prediction with 721,799 reactions and 888 catalyst types from USPTO. (1) Reactant: C(OC([N:8]1[C:16]2[C:11](=[CH:12][CH:13]=[CH:14][CH:15]=2)[C:10]([CH2:17][CH:18]([NH:31]C(OC(C)(C)C)=O)[CH2:19][O:20][C:21]2[CH:22]=[N:23][CH:24]=[C:25]([C:27](OC)=O)[CH:26]=2)=[C:9]1C)=O)(C)(C)C.[CH3:40][O:41][C:42]1[CH:43]=[C:44]2[C:49](=[CH:50][C:51]=1[O:52][CH3:53])[N:48]=[CH:47][C:46]([C:54]#[N:55])=[C:45]2[CH3:56].[Li+].C[Si]([N-][Si](C)(C)C)(C)C.C(=O)=O.[NH2:70][OH:71].Cl.C(O)(C(F)(F)F)=O. Product: [NH2:31][C@@H:18]([CH2:17][C:10]1[C:11]2[C:16](=[CH:15][CH:14]=[CH:13][CH:12]=2)[NH:8][CH:9]=1)[CH2:19][O:20][C:21]1[CH:26]=[C:25]([C:27]2[CH:56]=[C:45]3[C:46](=[C:54]([NH:70][OH:71])[N:55]=2)[CH:47]=[N:48][C:49]2[CH:50]=[C:51]([O:52][CH3:53])[C:42]([O:41][CH3:40])=[CH:43][C:44]3=2)[CH:24]=[N:23][CH:22]=1. The catalyst class is: 20. (2) The catalyst class is: 32. Product: [CH:5]1[CH:6]=[CH:7][C:2]([OH:1])=[C:3]([C:8]2[N:12]=[C:11]([C:13]3[CH:18]=[CH:17][CH:16]=[CH:15][C:14]=3[OH:19])[N:10]([C:20]3[CH:28]=[CH:27][C:23]([C:24]([OH:26])=[O:25])=[CH:22][CH:21]=3)[N:9]=2)[CH:4]=1.[C:29]([NH2:33])([CH3:32])([CH3:31])[CH3:30]. Reactant: [OH:1][C:2]1[CH:7]=[CH:6][CH:5]=[CH:4][C:3]=1[C:8]1[N:12]=[C:11]([C:13]2[CH:18]=[CH:17][CH:16]=[CH:15][C:14]=2[OH:19])[N:10]([C:20]2[CH:28]=[CH:27][C:23]([C:24]([OH:26])=[O:25])=[CH:22][CH:21]=2)[N:9]=1.[C:29]([NH2:33])([CH3:32])([CH3:31])[CH3:30]. (3) Reactant: [F:1][C:2]([F:17])([F:16])[C:3]1[C:11]2[CH2:10][CH2:9][CH2:8][CH2:7][C:6]=2[N:5]([CH2:12][C:13]([OH:15])=O)[N:4]=1.CN(C=O)C.O[N:24]=[C:25]([C:27]1[CH:28]=[N:29][N:30]2[C:35]([C:36]([F:39])([F:38])[F:37])=[CH:34][C:33]([C:40]([F:43])([F:42])[F:41])=[N:32][C:31]=12)[NH2:26].Cl.C(N=C=NCCCN(C)C)C.O.ON1C2C=CC=CC=2N=N1. Product: [F:42][C:40]([F:41])([F:43])[C:33]1[CH:34]=[C:35]([C:36]([F:37])([F:38])[F:39])[N:30]2[N:29]=[CH:28][C:27]([C:25]3[N:26]=[C:13]([CH2:12][N:5]4[C:6]5[CH2:7][CH2:8][CH2:9][CH2:10][C:11]=5[C:3]([C:2]([F:1])([F:17])[F:16])=[N:4]4)[O:15][N:24]=3)=[C:31]2[N:32]=1. The catalyst class is: 13. (4) Reactant: C[O-].[Na+].Br[C:5]1[CH:14]=[C:13]2[C:8]([C:9]([O:15][C:16]3[CH:21]=[CH:20][C:19]([NH:22][C:23]4[C:32]5[C:27](=[CH:28][CH:29]=[CH:30][CH:31]=5)[C:26]([C:33]5[CH:38]=[CH:37][CH:36]=[CH:35][CH:34]=5)=[N:25][N:24]=4)=[CH:18][CH:17]=3)=[CH:10][CH:11]=[N:12]2)=[N:7][CH:6]=1. Product: [N:12]1[C:13]2[C:8](=[N:7][CH:6]=[CH:5][CH:14]=2)[C:9]([O:15][C:16]2[CH:17]=[CH:18][C:19]([NH:22][C:23]3[C:32]4[C:27](=[CH:28][CH:29]=[CH:30][CH:31]=4)[C:26]([C:33]4[CH:34]=[CH:35][CH:36]=[CH:37][CH:38]=4)=[N:25][N:24]=3)=[CH:20][CH:21]=2)=[CH:10][CH:11]=1. The catalyst class is: 128. (5) Reactant: C([N:8]1[CH2:13][CH2:12][CH:11]([N:14]2[C:18]3[CH:19]=[N:20][C:21]4[CH:22]=[CH:23][CH:24]=[CH:25][C:26]=4[C:17]=3[NH:16][C:15]2=[O:27])[CH2:10][CH2:9]1)C1C=CC=CC=1.[H][H]. Product: [NH:8]1[CH2:9][CH2:10][CH:11]([N:14]2[C:18]3[CH:19]=[N:20][C:21]4[CH:22]=[CH:23][CH:24]=[CH:25][C:26]=4[C:17]=3[NH:16][C:15]2=[O:27])[CH2:12][CH2:13]1. The catalyst class is: 19. (6) Reactant: C([N:8]1[C:16]2[C:11](=[CH:12][CH:13]=[C:14]([NH2:17])[CH:15]=2)[CH:10]=[N:9]1)(OC(C)(C)C)=O.C[Si]([N-][Si](C)(C)C)(C)C.[K+].[C:28]([C:32]1[CH:37]=[CH:36][C:35]([C:38]2[O:39][C:40](=[O:47])[C:41]3[S:46][CH:45]=[CH:44][C:42]=3[N:43]=2)=[CH:34][CH:33]=1)([CH3:31])([CH3:30])[CH3:29].[Cl-].[NH4+]. Product: [C:28]([C:32]1[CH:37]=[CH:36][C:35]([C:38]([NH:43][C:42]2[CH:44]=[CH:45][S:46][C:41]=2[C:40]([NH:17][C:14]2[CH:15]=[C:16]3[C:11]([CH:10]=[N:9][NH:8]3)=[CH:12][CH:13]=2)=[O:47])=[O:39])=[CH:34][CH:33]=1)([CH3:31])([CH3:29])[CH3:30]. The catalyst class is: 54. (7) Reactant: [CH:1]1([C@H:7]([NH:9][C:10]([C:12]2[CH:13]=[C:14]3[C:18](=[CH:19][CH:20]=2)[NH:17][N:16]=[CH:15]3)=[O:11])[CH3:8])[CH2:6][CH2:5][CH2:4][CH2:3][CH2:2]1.[I:21]I.C([O-])([O-])=O.[K+].[K+]. Product: [CH:1]1([C@H:7]([NH:9][C:10]([C:12]2[CH:13]=[C:14]3[C:18](=[CH:19][CH:20]=2)[NH:17][N:16]=[C:15]3[I:21])=[O:11])[CH3:8])[CH2:6][CH2:5][CH2:4][CH2:3][CH2:2]1. The catalyst class is: 3. (8) Reactant: [CH2:1]([O:8][N:9](CC)[C:10](=O)OC(C)(C)C)[C:2]1[CH:7]=[CH:6][CH:5]=[CH:4][CH:3]=1.C(O)(C(F)(F)F)=O. Product: [CH2:1]([O:8][NH:9][CH3:10])[C:2]1[CH:7]=[CH:6][CH:5]=[CH:4][CH:3]=1. The catalyst class is: 2.